Dataset: Catalyst prediction with 721,799 reactions and 888 catalyst types from USPTO. Task: Predict which catalyst facilitates the given reaction. (1) Reactant: [F:1][C:2]1([F:28])[CH2:7][CH2:6][CH:5]([NH:8][C:9]([C:11]2[CH:12]=[C:13]([C@@H:17]3[CH2:19][C@H:18]3[NH:20]C(=O)OC(C)(C)C)[CH:14]=[CH:15][CH:16]=2)=[O:10])[CH2:4][CH2:3]1.[ClH:29].C(OCC)(=O)C. The catalyst class is: 92. Product: [ClH:29].[NH2:20][C@@H:18]1[CH2:19][C@H:17]1[C:13]1[CH:12]=[C:11]([CH:16]=[CH:15][CH:14]=1)[C:9]([NH:8][CH:5]1[CH2:4][CH2:3][C:2]([F:1])([F:28])[CH2:7][CH2:6]1)=[O:10]. (2) Reactant: [F:1][C:2]1[CH:7]=[CH:6][C:5]([C:8]2[CH:13]=[CH:12][N:11]=[C:10]([NH:14][C:15]3[CH:20]=[CH:19][C:18]([S:21]([N:24]4[CH2:29][CH2:28][CH:27]([NH:30][CH3:31])[CH2:26][CH2:25]4)(=[O:23])=[O:22])=[CH:17][CH:16]=3)[N:9]=2)=[CH:4][CH:3]=1.[NH:32]1[CH:36]=[CH:35][N:34]=[C:33]1[CH:37]=O.C(Cl)Cl.C(Cl)Cl.CO. Product: [F:1][C:2]1[CH:7]=[CH:6][C:5]([C:8]2[CH:13]=[CH:12][N:11]=[C:10]([NH:14][C:15]3[CH:20]=[CH:19][C:18]([S:21]([N:24]4[CH2:25][CH2:26][CH:27]([N:30]([CH2:37][C:33]5[NH:32][CH:36]=[CH:35][N:34]=5)[CH3:31])[CH2:28][CH2:29]4)(=[O:23])=[O:22])=[CH:17][CH:16]=3)[N:9]=2)=[CH:4][CH:3]=1. The catalyst class is: 5.